Dataset: Forward reaction prediction with 1.9M reactions from USPTO patents (1976-2016). Task: Predict the product of the given reaction. (1) Given the reactants [CH2:1]([O:8][C:9]1[CH:14]=[CH:13][C:12]([C:15]2[NH:41][C:18]3=[N:19][C:20]([CH:23]4[CH2:28][CH2:27][N:26]([C:29](=[O:40])[C@H:30]([NH:32]C(=O)OC(C)(C)C)[CH3:31])[CH2:25][CH2:24]4)=[CH:21][CH:22]=[C:17]3[N:16]=2)=[CH:11][CH:10]=1)[C:2]1[CH:7]=[CH:6][CH:5]=[CH:4][CH:3]=1.C(O)(C(F)(F)F)=O, predict the reaction product. The product is: [NH2:32][C@H:30]([CH3:31])[C:29]([N:26]1[CH2:27][CH2:28][CH:23]([C:20]2[N:19]=[C:18]3[NH:41][C:15]([C:12]4[CH:13]=[CH:14][C:9]([O:8][CH2:1][C:2]5[CH:3]=[CH:4][CH:5]=[CH:6][CH:7]=5)=[CH:10][CH:11]=4)=[N:16][C:17]3=[CH:22][CH:21]=2)[CH2:24][CH2:25]1)=[O:40]. (2) The product is: [N+:1]([O:4][CH2:5][CH2:6][CH2:7][CH2:8][O:9][C:10]1[CH:18]=[CH:17][CH:16]=[CH:15][C:11]=1[C:12]([O:14][C:35]1[CH:36]=[CH:37][C:38]([C:41]2[S:45][S:44][C:43](=[S:46])[CH:42]=2)=[CH:39][CH:40]=1)=[O:13])([O-:3])=[O:2]. Given the reactants [N+:1]([O:4][CH2:5][CH2:6][CH2:7][CH2:8][O:9][C:10]1[CH:18]=[CH:17][CH:16]=[CH:15][C:11]=1[C:12]([OH:14])=[O:13])([O-:3])=[O:2].C1CCC(N=C=NC2CCCCC2)CC1.O[C:35]1[CH:40]=[CH:39][C:38]([C:41]2[S:45][S:44][C:43](=[S:46])[CH:42]=2)=[CH:37][CH:36]=1, predict the reaction product.